This data is from Full USPTO retrosynthesis dataset with 1.9M reactions from patents (1976-2016). The task is: Predict the reactants needed to synthesize the given product. Given the product [CH3:1][N:2]([CH3:17])[C:3]1([C:11]2[CH:16]=[CH:15][CH:14]=[CH:13][CH:12]=2)[CH2:8][CH2:7][CH:6]([NH2:9])[CH2:5][CH2:4]1, predict the reactants needed to synthesize it. The reactants are: [CH3:1][N:2]([CH3:17])[C:3]1([C:11]2[CH:16]=[CH:15][CH:14]=[CH:13][CH:12]=2)[CH2:8][CH2:7][C:6](=[N:9]O)[CH2:5][CH2:4]1.